This data is from Forward reaction prediction with 1.9M reactions from USPTO patents (1976-2016). The task is: Predict the product of the given reaction. (1) Given the reactants Br[CH2:2][CH2:3][CH2:4][CH2:5][CH2:6][CH:7]=[CH2:8].[S:9]([C:13]1[CH:19]=[CH:18][C:16]([CH3:17])=[CH:15][CH:14]=1)([OH:12])(=[O:11])=[O:10].[CH3:20][NH:21]CCCCC=C, predict the reaction product. The product is: [S:9]([C:13]1[CH:19]=[CH:18][C:16]([CH3:17])=[CH:15][CH:14]=1)([OH:12])(=[O:11])=[O:10].[CH3:20][NH:21][CH2:2][CH2:3][CH2:4][CH2:5][CH:6]=[CH:7][CH3:8]. (2) Given the reactants C(O)(C(F)(F)F)=O.[N:8]1(C(OC(C)(C)C)=O)[CH2:26][CH2:25][CH2:24][C@H:9]1[C:10]([NH:12][CH2:13][C:14]([N:16]1[CH2:23][CH2:22][CH2:21][C@H:17]1[C:18]([OH:20])=[O:19])=[O:15])=[O:11], predict the reaction product. The product is: [NH:8]1[CH2:26][CH2:25][CH2:24][C@H:9]1[C:10]([NH:12][CH2:13][C:14]([N:16]1[CH2:23][CH2:22][CH2:21][C@H:17]1[C:18]([OH:20])=[O:19])=[O:15])=[O:11]. (3) Given the reactants [C:1]([C:9]1[CH:40]=[CH:39][C:12]2[N:13]([CH2:17][CH2:18][O:19][C:20]3[CH:38]=[CH:37][C:23]([CH2:24][CH:25]([CH2:30][C:31]4[CH:36]=[CH:35][CH:34]=[CH:33][CH:32]=4)[C:26]([O:28][CH3:29])=[O:27])=[CH:22][CH:21]=3)[C:14](=[O:16])[S:15][C:11]=2[CH:10]=1)(=O)[C:2]1[CH:7]=[CH:6][CH:5]=[CH:4][CH:3]=1.[CH3:41][O:42][NH2:43], predict the reaction product. The product is: [CH2:30]([CH:25]([CH2:24][C:23]1[CH:37]=[CH:38][C:20]([O:19][CH2:18][CH2:17][N:13]2[C:12]3[CH:39]=[CH:40][C:9]([C:1](=[N:43][O:42][CH3:41])[C:2]4[CH:3]=[CH:4][CH:5]=[CH:6][CH:7]=4)=[CH:10][C:11]=3[S:15][C:14]2=[O:16])=[CH:21][CH:22]=1)[C:26]([O:28][CH3:29])=[O:27])[C:31]1[CH:36]=[CH:35][CH:34]=[CH:33][CH:32]=1. (4) Given the reactants C(O[C:6](=O)[NH:7][C:8]1[CH:13]=[CH:12][N:11]=[C:10]([CH3:14])[CH:9]=1)(C)(C)C.[H-].[Al+3].[Li+].[H-].[H-].[H-], predict the reaction product. The product is: [CH3:6][NH:7][C:8]1[CH:13]=[CH:12][N:11]=[C:10]([CH3:14])[CH:9]=1. (5) Given the reactants [Cl:1][C:2]1[N:7]=[C:6]([N:8]2[CH2:13][CH2:12][O:11][CH2:10][C@H:9]2[CH3:14])[CH:5]=[C:4]([CH2:15][S:16]([CH:19]2[CH2:21][CH2:20]2)(=[O:18])=[O:17])[N:3]=1.[H-].[Na+].Cl.[CH2:25]([N:32]([CH2:36][CH2:37]Cl)[CH2:33][CH2:34]Cl)[C:26]1[CH:31]=[CH:30][CH:29]=[CH:28][CH:27]=1, predict the reaction product. The product is: [CH2:25]([N:32]1[CH2:36][CH2:37][C:15]([C:4]2[N:3]=[C:2]([Cl:1])[N:7]=[C:6]([N:8]3[CH2:13][CH2:12][O:11][CH2:10][C@H:9]3[CH3:14])[CH:5]=2)([S:16]([CH:19]2[CH2:21][CH2:20]2)(=[O:18])=[O:17])[CH2:34][CH2:33]1)[C:26]1[CH:31]=[CH:30][CH:29]=[CH:28][CH:27]=1. (6) Given the reactants O.[OH-].[Li+].[F:4][C:5]1[CH:10]=[CH:9][C:8]([C@@H:11]2[CH2:20][CH2:19][CH2:18][C@H:17]3[N:12]2[C:13](=[O:29])[CH:14](P(=O)(OCC)OCC)[CH2:15][CH2:16]3)=[CH:7][CH:6]=1.[CH3:30][O:31][C:32]1[CH:33]=[C:34]([CH:37]=[CH:38][C:39]=1[N:40]1[CH:44]=[N:43][C:42]([CH3:45])=[N:41]1)[CH:35]=O.C(O)C, predict the reaction product. The product is: [F:4][C:5]1[CH:6]=[CH:7][C:8]([C@@H:11]2[CH2:20][CH2:19][CH2:18][C@H:17]3[N:12]2[C:13](=[O:29])/[C:14](=[CH:35]/[C:34]2[CH:37]=[CH:38][C:39]([N:40]4[CH:44]=[N:43][C:42]([CH3:45])=[N:41]4)=[C:32]([O:31][CH3:30])[CH:33]=2)/[CH2:15][CH2:16]3)=[CH:9][CH:10]=1. (7) Given the reactants [CH3:1][CH:2]([CH3:25])[CH2:3][C@H:4]([N:8]1[CH2:12][C:11]([O:13][C:14]2[C:23]3[CH2:22][CH2:21][CH2:20][CH2:19][C:18]=3[CH:17]=[CH:16][CH:15]=2)=[CH:10][C:9]1=[O:24])[C:5]([OH:7])=O.C(N(CC)C(C)C)(C)C.[CH3:35][C:36]1([CH3:48])[O:40][C@H:39]([CH2:41][N:42]2[CH:46]=[CH:45][C:44]([NH2:47])=[N:43]2)[CH2:38][O:37]1.F[P-](F)(F)(F)(F)F.N1(O[P+](N(C)C)(N(C)C)N(C)C)C2C=CC=CC=2N=N1, predict the reaction product. The product is: [CH3:35][C:36]1([CH3:48])[O:40][C@H:39]([CH2:41][N:42]2[CH:46]=[CH:45][C:44]([NH:47][C:5](=[O:7])[C@@H:4]([N:8]3[CH2:12][C:11]([O:13][C:14]4[C:23]5[CH2:22][CH2:21][CH2:20][CH2:19][C:18]=5[CH:17]=[CH:16][CH:15]=4)=[CH:10][C:9]3=[O:24])[CH2:3][CH:2]([CH3:25])[CH3:1])=[N:43]2)[CH2:38][O:37]1.